Dataset: Full USPTO retrosynthesis dataset with 1.9M reactions from patents (1976-2016). Task: Predict the reactants needed to synthesize the given product. (1) Given the product [CH3:19][O:20][C:21](=[O:40])[CH2:22][C:23]1[CH:24]=[C:25]([C:2]2[CH:14]=[CH:13][C:12]([C:15]([F:18])([F:17])[F:16])=[CH:11][C:3]=2[CH2:4][N:5]2[CH2:9][CH2:8][O:7][C:6]2=[O:10])[C:26]([O:29][CH3:30])=[CH:27][CH:28]=1, predict the reactants needed to synthesize it. The reactants are: Br[C:2]1[CH:14]=[CH:13][C:12]([C:15]([F:18])([F:17])[F:16])=[CH:11][C:3]=1[CH2:4][N:5]1[CH2:9][CH2:8][O:7][C:6]1=[O:10].[CH3:19][O:20][C:21](=[O:40])[CH2:22][C:23]1[CH:28]=[CH:27][C:26]([O:29][CH3:30])=[C:25](B2OC(C)(C)C(C)(C)O2)[CH:24]=1.C(=O)([O-])[O-].[K+].[K+]. (2) Given the product [NH2:24][C:21]1[CH:22]=[CH:23][C:17]2[CH2:16][CH2:15][C:14]3[C:13]([C:27]([O:29][CH2:30][CH3:31])=[O:28])=[N:12][N:11]([C:8]4[CH:7]=[CH:6][C:5]([O:4][O:3][S:2][NH2:1])=[CH:10][CH:9]=4)[C:19]=3[C:18]=2[CH:20]=1, predict the reactants needed to synthesize it. The reactants are: [NH2:1][S:2][O:3][O:4][C:5]1[CH:10]=[CH:9][C:8]([N:11]2[C:19]3[C:18]4[CH:20]=[C:21]([N+:24]([O-])=O)[CH:22]=[CH:23][C:17]=4[CH2:16][CH2:15][C:14]=3[C:13]([C:27]([O:29][CH2:30][CH3:31])=[O:28])=[N:12]2)=[CH:7][CH:6]=1.[H][H]. (3) Given the product [CH2:16]([O:18][C:19](=[O:38])[CH2:20][C:21]1[CH:22]=[C:23]([C:28]2[CH:33]=[CH:32][C:31]([C:34]([F:36])([F:37])[F:35])=[CH:30][CH:29]=2)[CH:24]=[C:25]([O:6][S:7]([C:10]([F:11])([F:12])[F:13])(=[O:8])=[O:9])[CH:26]=1)[CH3:17], predict the reactants needed to synthesize it. The reactants are: FC(F)(F)S([O:6][S:7]([C:10]([F:13])([F:12])[F:11])(=[O:9])=[O:8])(=O)=O.[CH2:16]([O:18][C:19](=[O:38])[CH2:20][C:21]1[CH:22]=[C:23]([C:28]2[CH:33]=[CH:32][C:31]([C:34]([F:37])([F:36])[F:35])=[CH:30][CH:29]=2)[CH:24]=[C:25](O)[CH:26]=1)[CH3:17].N1C=CC=CC=1. (4) Given the product [Br:11][C:9]1[CH:10]=[C:5]([CH:6]=[C:7]([Br:13])[C:8]=1[OH:12])[CH2:4][C@H:3]([C:14]([OH:16])=[O:15])[NH:2][C:17]([NH:19][CH2:20][CH2:21][C:22]1[CH:27]=[CH:26][CH:25]=[C:24]([O:28][CH3:29])[CH:23]=1)=[O:18], predict the reactants needed to synthesize it. The reactants are: C[N:2]([C:17]([NH:19][CH2:20][CH2:21][C:22]1[CH:27]=[CH:26][CH:25]=[C:24]([O:28][CH3:29])[CH:23]=1)=[O:18])[C@@H:3]([C:14]([OH:16])=[O:15])[CH2:4][C:5]1[CH:10]=[C:9]([Br:11])[C:8]([OH:12])=[C:7]([Br:13])[CH:6]=1.[OH-].[Li+].[K+].[Br-].C(OCC)(=O)C.CO. (5) The reactants are: C(=O)([O-])[O-].[K+].[K+].Br[CH:8]([CH2:24][CH3:25])[CH2:9][N:10]([N:19]1[CH:23]=[N:22][N:21]=[CH:20]1)[C:11]1[CH:18]=[CH:17][C:14]([C:15]#[N:16])=[CH:13][CH:12]=1.[OH:26][C:27]1[CH:32]=[CH:31][C:30]([SH:33])=[CH:29][CH:28]=1. Given the product [OH:26][C:27]1[CH:32]=[CH:31][C:30]([S:33][CH2:25][CH2:24][CH2:8][CH2:9][N:10]([N:19]2[CH:23]=[N:22][N:21]=[CH:20]2)[C:11]2[CH:18]=[CH:17][C:14]([C:15]#[N:16])=[CH:13][CH:12]=2)=[CH:29][CH:28]=1, predict the reactants needed to synthesize it. (6) Given the product [CH2:1]([O:3][C@@H:4]([CH2:10][C:11]1[CH:16]=[CH:15][C:14]([O:17][CH2:18]/[CH:19]=[C:20](/[C:22]2[CH:23]=[CH:24][C:25]([C:28]3[CH:33]=[C:32]([CH:34]([CH3:35])[CH3:36])[CH:31]=[CH:30][C:29]=3[O:37][CH3:38])=[CH:26][CH:27]=2)\[CH3:21])=[CH:13][CH:12]=1)[C:5]([OH:7])=[O:6])[CH3:2], predict the reactants needed to synthesize it. The reactants are: [CH2:1]([O:3][C@@H:4]([CH2:10][C:11]1[CH:16]=[CH:15][C:14]([O:17][CH2:18]/[CH:19]=[C:20](/[C:22]2[CH:27]=[CH:26][C:25]([C:28]3[CH:33]=[C:32]([CH:34]([CH3:36])[CH3:35])[CH:31]=[CH:30][C:29]=3[O:37][CH3:38])=[CH:24][CH:23]=2)\[CH3:21])=[CH:13][CH:12]=1)[C:5]([O:7]CC)=[O:6])[CH3:2].[OH-].[Na+]. (7) Given the product [C:22]([N:26]1[C:30]2[NH:31][C:32](=[O:44])[CH2:33][CH:34]([C:35]3[CH:40]=[C:39]([F:41])[C:38]([F:42])=[CH:37][C:36]=3[F:43])[C:29]=2[C:28]([CH:45]2[CH2:48][C:47]([C:2]3[CH:3]=[C:4]([CH:7]=[CH:8][CH:9]=3)[C:5]#[N:6])([OH:49])[CH2:46]2)=[N:27]1)([CH3:25])([CH3:23])[CH3:24], predict the reactants needed to synthesize it. The reactants are: Br[C:2]1[CH:3]=[C:4]([CH:7]=[CH:8][CH:9]=1)[C:5]#[N:6].CC(C)=O.C(=O)=O.[Li]CCCC.[C:22]([N:26]1[C:30]2[NH:31][C:32](=[O:44])[CH2:33][CH:34]([C:35]3[CH:40]=[C:39]([F:41])[C:38]([F:42])=[CH:37][C:36]=3[F:43])[C:29]=2[C:28]([CH:45]2[CH2:48][C:47](=[O:49])[CH2:46]2)=[N:27]1)([CH3:25])([CH3:24])[CH3:23].